From a dataset of Reaction yield outcomes from USPTO patents with 853,638 reactions. Predict the reaction yield, written as a fraction of the theoretical maximum amount of product (1.0 means a 100% yield; for example, 0.34 means a 34% yield). (1) The reactants are [N:1]1[CH:6]=[CH:5][CH:4]=[C:3]([C:7]2[CH:15]=[C:14]3[C:10]([CH2:11][C:12](=[O:16])[NH:13]3)=[CH:9][CH:8]=2)[CH:2]=1.[N:17]1([CH2:22][CH2:23][NH:24][C:25]([C:27]2[C:31]([CH3:32])=[C:30]([CH:33]=O)[NH:29][C:28]=2[CH3:35])=[O:26])[CH2:21][CH2:20][CH2:19][CH2:18]1. No catalyst specified. The product is [N:17]1([CH2:22][CH2:23][NH:24][C:25]([C:27]2[C:31]([CH3:32])=[C:30]([CH:33]=[C:11]3[C:10]4[C:14](=[CH:15][C:7]([C:3]5[CH:2]=[N:1][CH:6]=[CH:5][CH:4]=5)=[CH:8][CH:9]=4)[NH:13][C:12]3=[O:16])[NH:29][C:28]=2[CH3:35])=[O:26])[CH2:21][CH2:20][CH2:19][CH2:18]1. The yield is 0.710. (2) The catalyst is [Cl-].C([N+](CC)(CC)CC)C1C=CC=CC=1.C(Cl)(Cl)Cl. The yield is 0.830. The product is [CH3:1][O:2][C:3]([C:4]1[CH:9]=[CH:8][C:7]2[O:10][CH2:19][C:20](=[O:21])[NH:11][C:6]=2[CH:5]=1)=[O:12]. The reactants are [CH3:1][O:2][C:3](=[O:12])[C:4]1[CH:9]=[CH:8][C:7]([OH:10])=[C:6]([NH2:11])[CH:5]=1.C([O-])(O)=O.[Na+].Cl[CH2:19][C:20](Cl)=[O:21]. (3) The reactants are [F:1][C:2]1[CH:7]=[CH:6][C:5]([F:8])=[CH:4][C:3]=1[C@H:9]1[CH2:13][CH2:12][CH2:11][N:10]1[C:14]1[CH:19]=[CH:18][N:17]2[N:20]=[CH:21][C:22]([NH:23][C:24]([N:26]3[CH2:30][CH2:29][C@H:28]([OH:31])[CH2:27]3)=[O:25])=[C:16]2[N:15]=1.[S:32](=[O:36])(=[O:35])([OH:34])[OH:33]. The catalyst is CO. The product is [S:32]([OH:36])([OH:35])(=[O:34])=[O:33].[F:1][C:2]1[CH:7]=[CH:6][C:5]([F:8])=[CH:4][C:3]=1[C@H:9]1[CH2:13][CH2:12][CH2:11][N:10]1[C:14]1[CH:19]=[CH:18][N:17]2[N:20]=[CH:21][C:22]([NH:23][C:24]([N:26]3[CH2:30][CH2:29][C@H:28]([OH:31])[CH2:27]3)=[O:25])=[C:16]2[N:15]=1. The yield is 0.940. (4) The reactants are [CH3:1][CH:2]([CH2:4][N:5]([S:29]([C:32]1[CH:33]=[CH:34][C:35]([NH2:38])=[CH:36][CH:37]=1)(=[O:31])=[O:30])[CH2:6][C@@H:7]([OH:28])[C@@H:8]([NH:16][C:17]([O:19][C@@H:20]1[C@@H:24]2[CH2:25][CH2:26][O:27][C@@H:23]2[O:22][CH2:21]1)=[O:18])[CH2:9][C:10]1[CH:11]=[CH:12][CH:13]=[CH:14][CH:15]=1)[CH3:3].C([O-])(C)C. The catalyst is CO.O. The product is [CH3:3][CH:2]([CH2:4][N:5]([S:29]([C:32]1[CH:37]=[CH:36][C:35]([NH2:38])=[CH:34][CH:33]=1)(=[O:31])=[O:30])[CH2:6][C@@H:7]([OH:28])[C@@H:8]([NH:16][C:17]([O:19][C@@H:20]1[C@@H:24]2[CH2:25][CH2:26][O:27][C@@H:23]2[O:22][CH2:21]1)=[O:18])[CH2:9][C:10]1[CH:15]=[CH:14][CH:13]=[CH:12][CH:11]=1)[CH3:1]. The yield is -0.775. (5) The reactants are [CH2:1]([C:4]1[CH:20]=[C:19]([C:21]([O:30][CH2:31][O:32][CH3:33])([C:26]([F:29])([F:28])[F:27])[C:22]([F:25])([F:24])[F:23])[CH:18]=[CH:17][C:5]=1[O:6][C:7]1[CH:8]=[CH:9][C:10]([CH:15]=[CH2:16])=[C:11]([CH:14]=1)[C:12]#[N:13])[CH2:2][CH3:3].C(=O)([O-])[OH:35].[Na+].ClC1C=C(C=CC=1)C(OO)=O.S([O-])([O-])=O.[Na+].[Na+]. The catalyst is ClCCl. The product is [O:35]1[CH2:16][CH:15]1[C:10]1[CH:9]=[CH:8][C:7]([O:6][C:5]2[CH:17]=[CH:18][C:19]([C:21]([O:30][CH2:31][O:32][CH3:33])([C:22]([F:23])([F:24])[F:25])[C:26]([F:28])([F:27])[F:29])=[CH:20][C:4]=2[CH2:1][CH2:2][CH3:3])=[CH:14][C:11]=1[C:12]#[N:13]. The yield is 0.380. (6) The reactants are [NH2:1][C:2]1[CH:3]=[C:4]2[C:9](=[C:10]([Cl:12])[CH:11]=1)[N:8]=[CH:7][C:6]([C:13]#[N:14])=[C:5]2[NH:15][C:16]1[CH:21]=[CH:20][C:19]([F:22])=[C:18]([Cl:23])[CH:17]=1.[O:24]1[CH2:28][CH2:27][N:26]2[N:29]=[C:30]([CH:32]=O)[CH:31]=[C:25]12.[BH3-]C#N.[Na+]. The catalyst is CCO. The product is [Cl:12][C:10]1[CH:11]=[C:2]([NH:1][CH2:32][C:30]2[CH:31]=[C:25]3[O:24][CH2:28][CH2:27][N:26]3[N:29]=2)[CH:3]=[C:4]2[C:9]=1[N:8]=[CH:7][C:6]([C:13]#[N:14])=[C:5]2[NH:15][C:16]1[CH:21]=[CH:20][C:19]([F:22])=[C:18]([Cl:23])[CH:17]=1. The yield is 0.310. (7) The reactants are [N:1]1[CH:6]=[CH:5][CH:4]=[C:3]([NH:7][C:8](=[O:15])OCC(Cl)(Cl)Cl)[N:2]=1.Cl.Cl.[F:18][C:19]1[CH:20]=[C:21]([C:26]2[CH:31]=[CH:30][N:29]=[C:28]([N:32]3[CH2:37][CH2:36][NH:35][CH2:34][CH2:33]3)[N:27]=2)[CH:22]=[CH:23][C:24]=1[F:25]. The catalyst is O1CCCC1.CCCCCC. The product is [F:18][C:19]1[CH:20]=[C:21]([C:26]2[CH:31]=[CH:30][N:29]=[C:28]([N:32]3[CH2:37][CH2:36][N:35]([C:8]([NH:7][C:3]4[N:2]=[N:1][CH:6]=[CH:5][CH:4]=4)=[O:15])[CH2:34][CH2:33]3)[N:27]=2)[CH:22]=[CH:23][C:24]=1[F:25]. The yield is 0.830. (8) The reactants are C([N:20]1[CH:28]=[N:27][C:26]2[C:21]1=[N:22][CH:23]=[N:24][C:25]=2[NH:29]C(=O)OC(C)(C)C)(C1C=CC=CC=1)(C1C=CC=CC=1)C1C=CC=CC=1.Br[CH:38]([C:41]1[O:42][C:43](=[O:57])[C:44]2[C:49]([C:50]=1[C:51]1[CH:56]=[CH:55][CH:54]=[CH:53][CH:52]=1)=[CH:48][CH:47]=[CH:46][CH:45]=2)[CH2:39][CH3:40].[H-].[Na+]. The catalyst is CN(C=O)C. The product is [N:24]1[C:25]([NH:29][CH:38]([C:41]2[O:42][C:43](=[O:57])[C:44]3[C:49]([C:50]=2[C:51]2[CH:56]=[CH:55][CH:54]=[CH:53][CH:52]=2)=[CH:48][CH:47]=[CH:46][CH:45]=3)[CH2:39][CH3:40])=[C:26]2[C:21]([NH:20][CH:28]=[N:27]2)=[N:22][CH:23]=1. The yield is 0.0240. (9) The reactants are [F:1][C:2]1[CH:7]=[CH:6][C:5]([C:8]([CH3:10])=[CH2:9])=[CH:4][CH:3]=1.C1C=C(Cl)C=C([C:18](OO)=[O:19])C=1.C[OH:23]. The catalyst is O. The product is [F:1][C:2]1[CH:7]=[CH:6][C:5]([C:8]([O:19][CH3:18])([CH3:10])[CH2:9][OH:23])=[CH:4][CH:3]=1. The yield is 0.660. (10) The reactants are [OH-].[K+].[C:3]1(/[C:9](/[C:19]2[CH:24]=[CH:23][C:22]([CH:25]=O)=[CH:21][CH:20]=2)=[C:10](/[C:13]2[CH:18]=[CH:17][CH:16]=[CH:15][CH:14]=2)\[CH2:11][CH3:12])[CH:8]=[CH:7][CH:6]=[CH:5][CH:4]=1.[CH3:27][C:28]#[N:29]. The catalyst is O. The product is [C:3]1([C:9]([C:19]2[CH:24]=[CH:23][C:22]([CH:25]=[CH:27][C:28]#[N:29])=[CH:21][CH:20]=2)=[C:10]([C:13]2[CH:18]=[CH:17][CH:16]=[CH:15][CH:14]=2)[CH2:11][CH3:12])[CH:8]=[CH:7][CH:6]=[CH:5][CH:4]=1. The yield is 0.570.